From a dataset of Peptide-MHC class I binding affinity with 185,985 pairs from IEDB/IMGT. Regression. Given a peptide amino acid sequence and an MHC pseudo amino acid sequence, predict their binding affinity value. This is MHC class I binding data. (1) The peptide sequence is YFNTHDVYF. The MHC is HLA-A26:01 with pseudo-sequence HLA-A26:01. The binding affinity (normalized) is 0.0847. (2) The peptide sequence is RMNSNQVCI. The MHC is H-2-Kb with pseudo-sequence H-2-Kb. The binding affinity (normalized) is 0.205. (3) The peptide sequence is KARNIISPV. The MHC is HLA-B18:01 with pseudo-sequence HLA-B18:01. The binding affinity (normalized) is 0.0847.